Dataset: Catalyst prediction with 721,799 reactions and 888 catalyst types from USPTO. Task: Predict which catalyst facilitates the given reaction. (1) Reactant: [Br:1][C:2]1[N:3]=[C:4]2[C:10]([C:11]([OH:13])=O)=[CH:9][N:8]([CH2:14][O:15][CH2:16][CH2:17][Si:18]([CH3:21])([CH3:20])[CH3:19])[C:5]2=[N:6][CH:7]=1.C(N(CC)C(C)C)(C)C.F[B-](F)(F)F.N1(OC(N(C)C)=[N+](C)C)C2C=CC=CC=2N=N1.[NH2:53][CH2:54][C:55]([CH3:59])([CH3:58])[CH2:56][OH:57]. Product: [OH:57][CH2:56][C:55]([CH3:59])([CH3:58])[CH2:54][NH:53][C:11]([C:10]1[C:4]2[C:5](=[N:6][CH:7]=[C:2]([Br:1])[N:3]=2)[N:8]([CH2:14][O:15][CH2:16][CH2:17][Si:18]([CH3:21])([CH3:20])[CH3:19])[CH:9]=1)=[O:13]. The catalyst class is: 647. (2) The catalyst class is: 230. Reactant: ClS(O)(=O)=O.[CH3:6][O:7][C:8](=[O:23])[CH2:9][CH:10]1[CH2:18][C:17]2[C:12](=[CH:13][CH:14]=[C:15]([S:19](Cl)(=[O:21])=[O:20])[CH:16]=2)[CH2:11]1.[CH3:24][O:25][C:26](=[O:41])[CH2:27][CH:28]1[CH2:36][C:35]2[C:30](=[CH:31][CH:32]=[CH:33][C:34]=2[S:37](Cl)(=[O:39])=[O:38])[CH2:29]1.[F:42][C:43]([F:57])([F:56])[C:44]1[CH:49]=[CH:48][C:47]([N:50]2[CH2:55][CH2:54][NH:53][CH2:52][CH2:51]2)=[CH:46][CH:45]=1.C(N(CC)CC)C. Product: [CH3:6][O:7][C:8](=[O:23])[CH2:9][CH:10]1[CH2:18][C:17]2[C:12](=[CH:13][CH:14]=[C:15]([S:19]([N:53]3[CH2:52][CH2:51][N:50]([C:47]4[CH:46]=[CH:45][C:44]([C:43]([F:56])([F:57])[F:42])=[CH:49][CH:48]=4)[CH2:55][CH2:54]3)(=[O:21])=[O:20])[CH:16]=2)[CH2:11]1.[CH3:24][O:25][C:26](=[O:41])[CH2:27][CH:28]1[CH2:36][C:35]2[C:30](=[CH:31][CH:32]=[CH:33][C:34]=2[S:37]([N:53]2[CH2:52][CH2:51][N:50]([C:47]3[CH:46]=[CH:45][C:44]([C:43]([F:56])([F:57])[F:42])=[CH:49][CH:48]=3)[CH2:55][CH2:54]2)(=[O:39])=[O:38])[CH2:29]1. (3) Reactant: [CH:1]1([N:4]([CH:18]2[CH2:23][CH2:22][N:21]([C:24](=[NH:27])[NH:25][OH:26])[CH2:20][CH2:19]2)[C:5](=[O:17])[C:6]2[CH:11]=[CH:10][C:9]([C:12]3[O:16][CH:15]=[N:14][CH:13]=3)=[CH:8][CH:7]=2)[CH2:3][CH2:2]1.[C:28](Cl)(=O)[C:29]1[CH:34]=[CH:33][CH:32]=[CH:31][CH:30]=1.C(N(CC)CC)C. Product: [CH:1]1([N:4]([CH:18]2[CH2:23][CH2:22][N:21]([C:24]3[N:27]=[C:28]([C:29]4[CH:34]=[CH:33][CH:32]=[CH:31][CH:30]=4)[O:26][N:25]=3)[CH2:20][CH2:19]2)[C:5](=[O:17])[C:6]2[CH:11]=[CH:10][C:9]([C:12]3[O:16][CH:15]=[N:14][CH:13]=3)=[CH:8][CH:7]=2)[CH2:3][CH2:2]1. The catalyst class is: 7. (4) Reactant: [C@H:1]1(C=CC=[CH:5][C@@H:3]1[OH:4])[OH:2].[CH2-:9][C:10]([CH3:12])=[O:11].ClC1C(C(OO)=[O:21])=CC=CC=1. Product: [CH:12]1[CH:10]([OH:11])[CH:9]([OH:21])[CH:1]([OH:2])[CH:3]([OH:4])[CH:5]=1. The catalyst class is: 11. (5) Reactant: [C:1]([O:5][C:6](=[O:27])[N:7]([C:17]1[CH:22]=[C:21]([C:23]#[N:24])[CH:20]=[C:19](Br)[C:18]=1[Cl:26])[CH2:8][C:9]1[CH:14]=[CH:13][C:12]([O:15][CH3:16])=[CH:11][CH:10]=1)([CH3:4])([CH3:3])[CH3:2].[NH2:28][CH:29]1[CH2:34][CH2:33][N:32]([C:35]([O:37][C:38]([CH3:41])([CH3:40])[CH3:39])=[O:36])[CH2:31][CH2:30]1.C1(P(C2C=CC=CC=2)C2C3OC4C(=CC=CC=4P(C4C=CC=CC=4)C4C=CC=CC=4)C(C)(C)C=3C=CC=2)C=CC=CC=1.C([O-])([O-])=O.[Cs+].[Cs+]. Product: [C:1]([O:5][C:6]([N:7]([CH2:8][C:9]1[CH:14]=[CH:13][C:12]([O:15][CH3:16])=[CH:11][CH:10]=1)[C:17]1[C:18]([Cl:26])=[C:19]([NH:28][CH:29]2[CH2:30][CH2:31][N:32]([C:35]([O:37][C:38]([CH3:41])([CH3:40])[CH3:39])=[O:36])[CH2:33][CH2:34]2)[CH:20]=[C:21]([C:23]#[N:24])[CH:22]=1)=[O:27])([CH3:4])([CH3:3])[CH3:2]. The catalyst class is: 110. (6) Product: [C:30]([O:29][C:27]([NH:15][C@H:14]([C:16]([O:18][CH3:19])=[O:17])[CH2:13][CH2:12][CH2:11][CH2:10][NH:9][C:7]([O:6][C:2]([CH3:5])([CH3:4])[CH3:3])=[O:8])=[O:28])([CH3:33])([CH3:32])[CH3:31]. Reactant: Cl.[C:2]([O:6][C:7]([NH:9][CH2:10][CH2:11][CH2:12][CH2:13][C@@H:14]([C:16]([O:18][CH3:19])=[O:17])[NH2:15])=[O:8])([CH3:5])([CH3:4])[CH3:3].C(N(CC)CC)C.[C:27](O[C:27]([O:29][C:30]([CH3:33])([CH3:32])[CH3:31])=[O:28])([O:29][C:30]([CH3:33])([CH3:32])[CH3:31])=[O:28].OS([O-])(=O)=O.[K+]. The catalyst class is: 4.